The task is: Predict the reactants needed to synthesize the given product.. This data is from Full USPTO retrosynthesis dataset with 1.9M reactions from patents (1976-2016). (1) Given the product [CH3:1][O:2][C:3](=[O:29])[C:4]1[CH:9]=[CH:8][C:7]([CH3:10])=[C:6]([NH:11][C:12]([C:14]2[C:27](=[O:28])[NH:26][C:17]3[N:18]=[C:19]([N:30]4[CH2:35][CH2:34][O:33][CH2:32][CH2:31]4)[N:20]=[CH:21][C:16]=3[CH:15]=2)=[O:13])[CH:5]=1, predict the reactants needed to synthesize it. The reactants are: [CH3:1][O:2][C:3](=[O:29])[C:4]1[CH:9]=[CH:8][C:7]([CH3:10])=[C:6]([NH:11][C:12]([C:14]2[C:27](=[O:28])[NH:26][C:17]3[N:18]=[C:19](S(C)(=O)=O)[N:20]=[CH:21][C:16]=3[CH:15]=2)=[O:13])[CH:5]=1.[NH:30]1[CH2:35][CH2:34][O:33][CH2:32][CH2:31]1. (2) Given the product [NH2:17][C:18]1[CH:23]=[CH:22][C:21]([S:24][C:25]2[CH:30]=[CH:29][C:28]([C:31]([NH:32][C:33]3[CH:34]=[N:35][CH:36]=[C:37]([Br:39])[CH:38]=3)=[O:40])=[CH:27][C:26]=2[NH:41][C:42]2[C:43]3[CH:51]=[CH:50][C:49]([CH:52]([CH3:54])[CH3:53])=[N:48][C:44]=3[N:45]=[CH:46][N:47]=2)=[CH:20][CH:19]=1, predict the reactants needed to synthesize it. The reactants are: C1C2C(COC(=O)[NH:17][C:18]3[CH:23]=[CH:22][C:21]([S:24][C:25]4[CH:30]=[CH:29][C:28]([C:31](=[O:40])[NH:32][C:33]5[CH:34]=[N:35][CH:36]=[C:37]([Br:39])[CH:38]=5)=[CH:27][C:26]=4[NH:41][C:42]4[C:43]5[CH:51]=[CH:50][C:49]([CH:52]([CH3:54])[CH3:53])=[N:48][C:44]=5[N:45]=[CH:46][N:47]=4)=[CH:20][CH:19]=3)C3C(=CC=CC=3)C=2C=CC=1.O.[OH-].[Li+].Cl.